This data is from Full USPTO retrosynthesis dataset with 1.9M reactions from patents (1976-2016). The task is: Predict the reactants needed to synthesize the given product. Given the product [CH3:1][O:2][C:3]1[C:4]([CH2:5][NH:6][C:19](=[O:20])[O:18][C:15]([CH3:17])([CH3:16])[CH3:14])=[C:7]([O:12][CH3:13])[CH:8]=[C:9]([CH3:11])[N:10]=1, predict the reactants needed to synthesize it. The reactants are: [CH3:1][O:2][C:3]1[N:10]=[C:9]([CH3:11])[CH:8]=[C:7]([O:12][CH3:13])[C:4]=1[C:5]#[N:6].[CH3:14][C:15]([O:18][C:19](O[C:19]([O:18][C:15]([CH3:17])([CH3:16])[CH3:14])=[O:20])=[O:20])([CH3:17])[CH3:16].CCOC(C)=O.CCOCC.